The task is: Predict which catalyst facilitates the given reaction.. This data is from Catalyst prediction with 721,799 reactions and 888 catalyst types from USPTO. (1) Reactant: [NH:1]1[CH2:7][CH2:6][CH2:5][CH2:4][CH2:3][CH2:2]1.Br[CH2:9][CH2:10][CH2:11][N:12]1[C:20](=[O:21])[C:19]2[C:14](=[CH:15][CH:16]=[CH:17][CH:18]=2)[C:13]1=[O:22].C(=O)([O-])[O-].[K+].[K+]. Product: [N:1]1([CH2:9][CH2:10][CH2:11][N:12]2[C:20](=[O:21])[C:19]3[C:14](=[CH:15][CH:16]=[CH:17][CH:18]=3)[C:13]2=[O:22])[CH2:7][CH2:6][CH2:5][CH2:4][CH2:3][CH2:2]1. The catalyst class is: 21. (2) Reactant: [NH:1]([C:82]([O:84][C:85]([CH3:88])([CH3:87])[CH3:86])=[O:83])[C@H:2]([C:19]([NH:21][C@H:22]([C:40]([N:42]1[CH2:81][CH2:80][CH2:79][C@H:43]1[C:44]([NH:46][C@H:47]([C:49]([NH:51][C@H:52]([C:69]([O:71]CC1C=CC=CC=1)=[O:70])[CH2:53][CH2:54][CH2:55][CH2:56][NH:57][C:58]([O:60][CH2:61][C:62]1[CH:68]=[CH:67][CH:66]=[CH:65][C:63]=1[Cl:64])=[O:59])=[O:50])[CH3:48])=[O:45])=[O:41])[CH2:23][CH2:24][CH2:25][NH:26][C:27](=[NH:39])[NH:28][S:29]([C:32]1[CH:38]=[CH:37][C:35]([CH3:36])=[CH:34][CH:33]=1)(=[O:31])=[O:30])=[O:20])[CH2:3][CH2:4][CH2:5][CH2:6][NH:7][C:8]([O:10][CH2:11][C:12]1[CH:18]=[CH:17][CH:16]=[CH:15][C:13]=1[Cl:14])=[O:9].[OH-].[Na+].C(Cl)(Cl)Cl.CO. Product: [NH:1]([C:82]([O:84][C:85]([CH3:86])([CH3:88])[CH3:87])=[O:83])[C@H:2]([C:19]([NH:21][C@H:22]([C:40]([N:42]1[CH2:81][CH2:80][CH2:79][C@H:43]1[C:44]([NH:46][C@H:47]([C:49]([NH:51][C@H:52]([C:69]([OH:71])=[O:70])[CH2:53][CH2:54][CH2:55][CH2:56][NH:57][C:58]([O:60][CH2:61][C:62]1[CH:68]=[CH:67][CH:66]=[CH:65][C:63]=1[Cl:64])=[O:59])=[O:50])[CH3:48])=[O:45])=[O:41])[CH2:23][CH2:24][CH2:25][NH:26][C:27](=[NH:39])[NH:28][S:29]([C:32]1[CH:33]=[CH:34][C:35]([CH3:36])=[CH:37][CH:38]=1)(=[O:31])=[O:30])=[O:20])[CH2:3][CH2:4][CH2:5][CH2:6][NH:7][C:8]([O:10][CH2:11][C:12]1[CH:18]=[CH:17][CH:16]=[CH:15][C:13]=1[Cl:14])=[O:9]. The catalyst class is: 5. (3) Reactant: [F:1][C:2]1[CH:3]=[C:4]([N:9]2[CH:18]=[CH:17][C:16]3[C:11](=[C:12]([O:21]C)[CH:13]=[C:14]([O:19][CH3:20])[CH:15]=3)[C:10]2=[O:23])[CH:5]=[CH:6][C:7]=1[OH:8].C(Cl)Cl.B(Br)(Br)Br.O. Product: [F:1][C:2]1[CH:3]=[C:4]([N:9]2[CH:18]=[CH:17][C:16]3[C:11](=[C:12]([OH:21])[CH:13]=[C:14]([O:19][CH3:20])[CH:15]=3)[C:10]2=[O:23])[CH:5]=[CH:6][C:7]=1[OH:8]. The catalyst class is: 5. (4) Product: [ClH:32].[CH3:45][CH:44]([OH:43])[CH3:46].[C:40]([O:43][CH:44]([CH3:46])[CH3:45])(=[O:42])[CH3:41].[C:1]([N:5]1[CH2:9][C@@H:8]([C:10]2[CH:15]=[CH:14][C:13]([F:16])=[CH:12][C:11]=2[F:17])[C@H:7]([C:18]([N:20]2[CH2:25][CH2:24][CH:23]([C:26]3[CH:31]=[CH:30][C:29]([Cl:32])=[CH:28][C:27]=3[C@@H:33]([NH:35][C:36](=[O:38])[CH3:37])[CH3:34])[CH2:22][CH2:21]2)=[O:19])[CH2:6]1)([CH3:2])([CH3:3])[CH3:4]. Reactant: [C:1]([N:5]1[CH2:9][C@@H:8]([C:10]2[CH:15]=[CH:14][C:13]([F:16])=[CH:12][C:11]=2[F:17])[C@H:7]([C:18]([N:20]2[CH2:25][CH2:24][CH:23]([C:26]3[CH:31]=[CH:30][C:29]([Cl:32])=[CH:28][C:27]=3[C@@H:33]([NH:35][C:36](=[O:38])[CH3:37])[CH3:34])[CH2:22][CH2:21]2)=[O:19])[CH2:6]1)([CH3:4])([CH3:3])[CH3:2].Cl.[C:40]([O:43][CH:44]([CH3:46])[CH3:45])(=[O:42])[CH3:41]. The catalyst class is: 32. (5) Reactant: [CH2:1]([N:8]1[CH2:14][CH2:13][CH2:12][C:11]([CH2:16][CH2:17]O)([OH:15])[CH2:10][CH2:9]1)[C:2]1[CH:7]=[CH:6][CH:5]=[CH:4][CH:3]=1.N1C=CC=CC=1.[C:25]1([CH3:35])[CH:30]=[CH:29][C:28]([S:31](Cl)(=[O:33])=[O:32])=[CH:27][CH:26]=1.CCOC(C)=O. Product: [CH3:35][C:25]1[CH:30]=[CH:29][C:28]([S:31]([O-:15])(=[O:33])=[O:32])=[CH:27][CH:26]=1.[CH2:1]([N+:8]12[CH2:17][CH2:16][C:11]([OH:15])([CH2:10][CH2:9]1)[CH2:12][CH2:13][CH2:14]2)[C:2]1[CH:7]=[CH:6][CH:5]=[CH:4][CH:3]=1. The catalyst class is: 2. (6) Reactant: [NH2:1][C:2]([NH:4][C:5]1[NH:6][C:7]([C:13]2[CH:18]=[CH:17][CH:16]=[C:15]([N+:19]([O-])=O)[CH:14]=2)=[CH:8][C:9]=1[C:10]([NH2:12])=[O:11])=[O:3]. Product: [NH2:1][C:2]([NH:4][C:5]1[NH:6][C:7]([C:13]2[CH:18]=[CH:17][CH:16]=[C:15]([NH2:19])[CH:14]=2)=[CH:8][C:9]=1[C:10]([NH2:12])=[O:11])=[O:3]. The catalyst class is: 43. (7) Reactant: Cl[C:2]1[C:7]([N+:8]([O-:10])=[O:9])=[C:6]([CH3:11])[CH:5]=[C:4]([Cl:12])[N:3]=1.C(=O)(O)[O-].[Na+].Cl.[NH2:19][C@@H:20]([CH2:25][C:26]([O:28][CH3:29])=[O:27])[C:21]([O:23][CH3:24])=[O:22]. Product: [Cl:12][C:4]1[N:3]=[C:2]([NH:19][C@@H:20]([CH2:25][C:26]([O:28][CH3:29])=[O:27])[C:21]([O:23][CH3:24])=[O:22])[C:7]([N+:8]([O-:10])=[O:9])=[C:6]([CH3:11])[CH:5]=1. The catalyst class is: 7.